This data is from Catalyst prediction with 721,799 reactions and 888 catalyst types from USPTO. The task is: Predict which catalyst facilitates the given reaction. (1) Reactant: [BH4-].[Na+].[CH3:3][O:4][C:5](=[O:28])[C:6]1[CH:11]=[CH:10][C:9]([O:12][CH2:13][C:14]2[C:15]([C:21]3[CH:26]=[CH:25][C:24]([Cl:27])=[CH:23][CH:22]=3)=[N:16][O:17][C:18]=2[CH:19]=[O:20])=[N:8][CH:7]=1.C(O)(=O)CC(CC(O)=O)(C(O)=O)O. Product: [CH3:3][O:4][C:5](=[O:28])[C:6]1[CH:11]=[CH:10][C:9]([O:12][CH2:13][C:14]2[C:15]([C:21]3[CH:22]=[CH:23][C:24]([Cl:27])=[CH:25][CH:26]=3)=[N:16][O:17][C:18]=2[CH2:19][OH:20])=[N:8][CH:7]=1. The catalyst class is: 5. (2) Reactant: [CH3:1][CH:2]([CH3:12])[C:3]([CH:5]1[CH2:10][CH2:9][CH2:8][CH2:7][C:6]1=O)=O.[NH:13]([CH2:15][C:16]1[CH:25]=[CH:24][C:19]([C:20]([O:22][CH3:23])=[O:21])=[CH:18][CH:17]=1)[NH2:14].C1(C)C=CC(S(O)(=O)=O)=CC=1. Product: [CH3:1][CH:2]([C:3]1[C:5]2[CH2:10][CH2:9][CH2:8][CH2:7][C:6]=2[N:13]([CH2:15][C:16]2[CH:25]=[CH:24][C:19]([C:20]([O:22][CH3:23])=[O:21])=[CH:18][CH:17]=2)[N:14]=1)[CH3:12]. The catalyst class is: 11.